From a dataset of Full USPTO retrosynthesis dataset with 1.9M reactions from patents (1976-2016). Predict the reactants needed to synthesize the given product. (1) The reactants are: [CH3:1][O:2][C:3]1[CH:8]=[CH:7][C:6]([CH2:9][CH:10]([NH:15][CH:16]=O)[C:11]([CH3:14])([CH3:13])[CH3:12])=[CH:5][C:4]=1[O:18][CH2:19][CH2:20][CH2:21][O:22][CH3:23].O=P(Cl)(Cl)Cl. Given the product [C:11]([CH:10]1[CH2:9][C:6]2[C:7](=[CH:8][C:3]([O:2][CH3:1])=[C:4]([O:18][CH2:19][CH2:20][CH2:21][O:22][CH3:23])[CH:5]=2)[CH:16]=[N:15]1)([CH3:14])([CH3:13])[CH3:12], predict the reactants needed to synthesize it. (2) Given the product [O:19]=[S:11]1(=[O:20])[C:12]2[CH:18]=[CH:17][CH:16]=[CH:15][C:13]=2[NH:14][C:9]([C:6]2[C:7](=[O:8])[N:2]([N:1]=[CH:25][C:26]3[CH:31]=[CH:30][N:29]=[CH:28][CH:27]=3)[C:3]3[CH:24]=[CH:23][S:22][C:4]=3[C:5]=2[OH:21])=[N:10]1, predict the reactants needed to synthesize it. The reactants are: [NH2:1][N:2]1[C:7](=[O:8])[C:6]([C:9]2[NH:14][C:13]3[CH:15]=[CH:16][CH:17]=[CH:18][C:12]=3[S:11](=[O:20])(=[O:19])[N:10]=2)=[C:5]([OH:21])[C:4]2[S:22][CH:23]=[CH:24][C:3]1=2.[CH:25](=O)[C:26]1[CH:31]=[CH:30][N:29]=[CH:28][CH:27]=1. (3) Given the product [N:6]1[C:5]2[CH:7]=[CH:8][CH:9]=[CH:10][C:4]=2[NH:3][C:2]=1[NH:15][C:14]1[CH:13]=[C:12]([F:11])[CH:18]=[C:17]([F:19])[CH:16]=1, predict the reactants needed to synthesize it. The reactants are: Cl[C:2]1[NH:3][C:4]2[CH:10]=[CH:9][CH:8]=[CH:7][C:5]=2[N:6]=1.[F:11][C:12]1[CH:13]=[C:14]([CH:16]=[C:17]([F:19])[CH:18]=1)[NH2:15]. (4) The reactants are: [O:1]=[C:2]1[N:6]([C:7]2[CH:14]=[CH:13][C:10]([C:11]#[N:12])=[C:9]([C:15]([F:18])([F:17])[F:16])[CH:8]=2)[C@@H:5]2[CH2:19][CH2:20][CH2:21][CH2:22][C@H:4]2[NH:3]1.[CH2:23]([N:30]([CH2:42][C:43]1[CH:48]=[CH:47][CH:46]=[CH:45][CH:44]=1)[S:31]([C:34]1[CH:39]=[CH:38][C:37](Br)=[CH:36][C:35]=1[F:41])(=[O:33])=[O:32])[C:24]1[CH:29]=[CH:28][CH:27]=[CH:26][CH:25]=1. Given the product [CH2:42]([N:30]([CH2:23][C:24]1[CH:29]=[CH:28][CH:27]=[CH:26][CH:25]=1)[S:31]([C:34]1[CH:39]=[CH:38][C:37]([N:3]2[C@@H:4]3[CH2:22][CH2:21][CH2:20][CH2:19][C@H:5]3[N:6]([C:7]3[CH:14]=[CH:13][C:10]([C:11]#[N:12])=[C:9]([C:15]([F:18])([F:16])[F:17])[CH:8]=3)[C:2]2=[O:1])=[CH:36][C:35]=1[F:41])(=[O:33])=[O:32])[C:43]1[CH:44]=[CH:45][CH:46]=[CH:47][CH:48]=1, predict the reactants needed to synthesize it.